The task is: Predict which catalyst facilitates the given reaction.. This data is from Catalyst prediction with 721,799 reactions and 888 catalyst types from USPTO. (1) Reactant: [NH2:1][C:2]1[CH:21]=[CH:20][C:5]([O:6][C:7]2[CH:8]=[C:9]([NH:13][C:14](=[O:19])[C:15]([CH3:18])([CH3:17])[CH3:16])[CH:10]=[CH:11][CH:12]=2)=[C:4]([Cl:22])[CH:3]=1.C([O:31][CH2:32][CH2:33][N:34]1[C:42]2[C:41](Cl)=[N:40][CH:39]=[N:38][C:37]=2[CH:36]=[CH:35]1)(=O)C1C=CC=CC=1.Cl.N1C=CC=CC=1.[OH-].[Na+].[Cl-].[NH4+]. Product: [Cl:22][C:4]1[CH:3]=[C:2]([NH:1][C:41]2[C:42]3[N:34]([CH2:33][CH2:32][OH:31])[CH:35]=[CH:36][C:37]=3[N:38]=[CH:39][N:40]=2)[CH:21]=[CH:20][C:5]=1[O:6][C:7]1[CH:8]=[C:9]([NH:13][C:14](=[O:19])[C:15]([CH3:17])([CH3:18])[CH3:16])[CH:10]=[CH:11][CH:12]=1. The catalyst class is: 32. (2) Product: [NH2:19][C:4]1[CH:3]=[C:2]([CH3:1])[C:7]([CH3:8])=[CH:6][C:5]=1[NH:9][CH2:10][CH2:11][CH:12]1[O:17][C:16](=[O:18])[CH2:15][CH2:14][CH2:13]1. Reactant: [CH3:1][C:2]1[C:7]([CH3:8])=[CH:6][C:5]([NH:9][CH2:10][CH2:11][CH:12]2[O:17][C:16](=[O:18])[CH2:15][CH2:14][CH2:13]2)=[C:4]([N+:19]([O-])=O)[CH:3]=1. The catalyst class is: 592. (3) Reactant: [Cl:1][C:2]1[CH:10]=[CH:9][C:5]([C:6](O)=[O:7])=[C:4]([I:11])[CH:3]=1.C(Cl)(=O)C(Cl)=O.Cl.[CH3:19][NH:20][O:21][CH3:22].C(N(CC)CC)C. Product: [Cl:1][C:2]1[CH:10]=[CH:9][C:5]([C:6]([N:20]([O:21][CH3:22])[CH3:19])=[O:7])=[C:4]([I:11])[CH:3]=1. The catalyst class is: 606. (4) Reactant: [Cl:1][C:2]1[CH:3]=[C:4]([NH:26][C:27]([C:29]2[S:47][C:32]3=[N:33][CH:34]=[C:35]([NH:37]CC4C=CC(OC)=CC=4)[N:36]=[C:31]3[CH:30]=2)=[O:28])[CH:5]=[C:6]([C:8]([C:11]2[CH:16]=[C:15]([O:17][C:18]([F:21])([F:20])[F:19])[CH:14]=[C:13]([O:22][CH:23]([CH3:25])[CH3:24])[CH:12]=2)([CH3:10])[CH3:9])[CH:7]=1.C(O)(C(F)(F)F)=O. Product: [NH2:37][C:35]1[N:36]=[C:31]2[CH:30]=[C:29]([C:27]([NH:26][C:4]3[CH:5]=[C:6]([C:8]([C:11]4[CH:16]=[C:15]([O:17][C:18]([F:20])([F:19])[F:21])[CH:14]=[C:13]([O:22][CH:23]([CH3:24])[CH3:25])[CH:12]=4)([CH3:10])[CH3:9])[CH:7]=[C:2]([Cl:1])[CH:3]=3)=[O:28])[S:47][C:32]2=[N:33][CH:34]=1. The catalyst class is: 2. (5) Reactant: [C:1]([C:5]1[CH:9]=[C:8]([NH2:10])[O:7][N:6]=1)([CH3:4])([CH3:3])[CH3:2].C[Al](C)C.[CH3:15][C:16]1([S:22]([CH:25]2[CH2:30][CH2:29][O:28][CH2:27][CH2:26]2)(=[O:24])=[O:23])[CH2:20][CH2:19][O:18][C:17]1=[O:21]. Product: [C:1]([C:5]1[CH:9]=[C:8]([NH:10][C:17](=[O:21])[C:16]([CH3:15])([S:22]([CH:25]2[CH2:26][CH2:27][O:28][CH2:29][CH2:30]2)(=[O:24])=[O:23])[CH2:20][CH2:19][OH:18])[O:7][N:6]=1)([CH3:4])([CH3:3])[CH3:2]. The catalyst class is: 390. (6) Product: [N:2]1([C:8]2[CH:13]=[CH:12][N:11]=[C:10]([NH:14][C:16]3[S:17][C:18]([C:21]4[CH:22]=[N:23][CH:24]=[C:25]([CH:29]=4)[C:26]([OH:28])=[O:27])=[CH:19][N:20]=3)[CH:9]=2)[CH2:7][CH2:6][O:5][CH2:4][CH2:3]1. The catalyst class is: 58. Reactant: Cl.[N:2]1([C:8]2[CH:13]=[CH:12][N:11]=[C:10]([NH2:14])[CH:9]=2)[CH2:7][CH2:6][O:5][CH2:4][CH2:3]1.Cl[C:16]1[S:17][C:18]([C:21]2[CH:22]=[N:23][CH:24]=[C:25]([CH:29]=2)[C:26]([OH:28])=[O:27])=[CH:19][N:20]=1.[H-].[Na+].C(O)(C(F)(F)F)=O.